This data is from Reaction yield outcomes from USPTO patents with 853,638 reactions. The task is: Predict the reaction yield, written as a fraction of the theoretical maximum amount of product (1.0 means a 100% yield; for example, 0.34 means a 34% yield). The reactants are Br[C:2]1[CH:3]=[C:4]([CH:12]=[C:13]([C:15]([F:18])([F:17])[F:16])[CH:14]=1)[C:5]([O:7][C:8]([CH3:11])([CH3:10])[CH3:9])=[O:6].[CH3:19][C:20]([CH3:22])=[O:21].Cl.CCOCC. The catalyst is C1COCC1. The product is [OH:21][C:20]([C:2]1[CH:3]=[C:4]([CH:12]=[C:13]([C:15]([F:18])([F:17])[F:16])[CH:14]=1)[C:5]([O:7][C:8]([CH3:11])([CH3:10])[CH3:9])=[O:6])([CH3:22])[CH3:19]. The yield is 0.493.